From a dataset of Peptide-MHC class II binding affinity with 134,281 pairs from IEDB. Regression. Given a peptide amino acid sequence and an MHC pseudo amino acid sequence, predict their binding affinity value. This is MHC class II binding data. (1) The peptide sequence is EHEILNDSGETVKCR. The MHC is DRB1_0404 with pseudo-sequence DRB1_0404. The binding affinity (normalized) is 0.253. (2) The peptide sequence is AAGTYVAADAAAAST. The MHC is DRB4_0101 with pseudo-sequence DRB4_0103. The binding affinity (normalized) is 0.337. (3) The peptide sequence is IFSGNMNIKLKMPMY. The MHC is HLA-DPA10201-DPB10101 with pseudo-sequence HLA-DPA10201-DPB10101. The binding affinity (normalized) is 0.447. (4) The peptide sequence is AVTFVNAPALAAERG. The MHC is HLA-DQA10102-DQB10602 with pseudo-sequence HLA-DQA10102-DQB10602. The binding affinity (normalized) is 0.775. (5) The peptide sequence is ASAAIFGHDGTVWAQ. The MHC is HLA-DQA10102-DQB10602 with pseudo-sequence HLA-DQA10102-DQB10602. The binding affinity (normalized) is 0.279. (6) The peptide sequence is GLQRRRFVQNALNGNGDPNN. The MHC is DRB1_0401 with pseudo-sequence DRB1_0401. The binding affinity (normalized) is 0.293.